Task: Predict the reaction yield, written as a fraction of the theoretical maximum amount of product (1.0 means a 100% yield; for example, 0.34 means a 34% yield).. Dataset: Reaction yield outcomes from USPTO patents with 853,638 reactions The reactants are [OH:1][CH2:2][C:3]1[CH:11]=[CH:10][CH:9]=[C:8]2[C:4]=1[CH:5]=[CH:6][NH:7]2.C[N+]1([O-])CCOCC1. The catalyst is C(Cl)Cl.[Ru]([O-])(=O)(=O)=O.C([N+](CCC)(CCC)CCC)CC. The product is [NH:7]1[C:8]2[CH:9]=[CH:10][CH:11]=[C:3]([CH:2]=[O:1])[C:4]=2[CH:5]=[CH:6]1. The yield is 0.800.